Dataset: Full USPTO retrosynthesis dataset with 1.9M reactions from patents (1976-2016). Task: Predict the reactants needed to synthesize the given product. (1) Given the product [ClH:23].[NH:1]1[CH2:5][CH2:4][CH2:3][C@H:2]1[CH2:6][O:7][C:8]1[CH:9]=[C:10]([N:14]2[CH2:18][CH2:17][C@H:16]([CH2:19][CH2:20][CH2:21][OH:22])[CH2:15]2)[CH:11]=[N:12][CH:13]=1, predict the reactants needed to synthesize it. The reactants are: [NH:1]1[CH2:5][CH2:4][CH2:3][C@H:2]1[CH2:6][O:7][C:8]1[CH:9]=[C:10]([N:14]2[CH2:18][CH2:17][C@H:16]([CH2:19][CH2:20][CH2:21][OH:22])[CH2:15]2)[CH:11]=[N:12][CH:13]=1.[ClH:23]. (2) Given the product [CH3:1][S:2]([C:3]1[CH:4]=[C:5]([CH:32]=[CH:33][CH:34]=1)[C:6]([NH:8][C:9]1[CH:10]=[CH:11][C:12]([N:15]2[C:21](=[O:22])[CH2:20][C:19](=[O:23])[NH:18][C:17]3[C:24]4[C:29]([CH:30]=[CH:31][C:16]2=3)=[CH:28][CH:27]=[CH:26][CH:25]=4)=[CH:13][CH:14]=1)=[O:7])=[O:43], predict the reactants needed to synthesize it. The reactants are: [CH3:1][S:2][C:3]1[CH:4]=[C:5]([CH:32]=[CH:33][CH:34]=1)[C:6]([NH:8][C:9]1[CH:14]=[CH:13][C:12]([N:15]2[C:21](=[O:22])[CH2:20][C:19](=[O:23])[NH:18][C:17]3[C:24]4[C:29]([CH:30]=[CH:31][C:16]2=3)=[CH:28][CH:27]=[CH:26][CH:25]=4)=[CH:11][CH:10]=1)=[O:7].ClC1C=CC=C(C(OO)=[O:43])C=1.C(OCC)(=O)C. (3) Given the product [CH3:1][O:2][C:3](=[O:23])[C:4]1[CH:9]=[CH:8][CH:7]=[C:6]([O:10][C@@H:11]([C:13]([OH:15])=[O:14])[CH3:12])[CH:5]=1, predict the reactants needed to synthesize it. The reactants are: [CH3:1][O:2][C:3](=[O:23])[C:4]1[CH:9]=[CH:8][CH:7]=[C:6]([O:10][C@@H:11]([C:13]([O:15]CC2C=CC=CC=2)=[O:14])[CH3:12])[CH:5]=1. (4) Given the product [CH3:17][C:16]1[CH:15]=[C:14]([CH3:18])[NH:13][C:12](=[O:19])[C:11]=1[CH2:10][NH:9][C:7](=[O:8])[C:6]1[CH:20]=[C:2]([C:37]2[CH:42]=[N:41][C:40]([CH2:43][OH:44])=[CH:39][CH:38]=2)[CH:3]=[C:4]([N:22]([CH2:29][CH3:30])[CH:23]2[CH2:28][CH2:27][O:26][CH2:25][CH2:24]2)[C:5]=1[CH3:21], predict the reactants needed to synthesize it. The reactants are: Br[C:2]1[CH:3]=[C:4]([N:22]([CH2:29][CH3:30])[CH:23]2[CH2:28][CH2:27][O:26][CH2:25][CH2:24]2)[C:5]([CH3:21])=[C:6]([CH:20]=1)[C:7]([NH:9][CH2:10][C:11]1[C:12](=[O:19])[NH:13][C:14]([CH3:18])=[CH:15][C:16]=1[CH3:17])=[O:8].CC1(C)OB([C:37]2[CH:38]=[CH:39][C:40]([CH2:43][OH:44])=[N:41][CH:42]=2)OC1(C)C.C(=O)([O-])[O-].[Na+].[Na+].CCCCCCC.C(OC(=O)C)C. (5) Given the product [C:25]([OH:34])(=[O:33])[CH2:26][CH2:27][CH2:28][CH2:29][C:30]([OH:32])=[O:31].[OH:19][CH2:20][CH:21]([CH2:23][OH:24])[OH:22].[C:1]([OH:18])(=[O:17])[CH2:2][CH2:3][CH2:4][CH2:5][CH2:6][CH2:7][CH2:8][CH2:9][CH2:10][CH2:11][CH2:12][CH2:13][CH2:14][CH2:15][CH3:16], predict the reactants needed to synthesize it. The reactants are: [C:1]([OH:18])(=[O:17])[CH2:2][CH2:3][CH2:4][CH2:5][CH2:6][CH2:7][CH2:8][CH2:9][CH2:10][CH2:11][CH2:12][CH2:13][CH2:14][CH2:15][CH3:16].[OH:19][CH2:20][CH:21]([CH2:23][OH:24])[OH:22].[C:25]([OH:34])(=[O:33])[CH2:26][CH2:27][CH2:28][CH2:29][C:30]([OH:32])=[O:31]. (6) The reactants are: [CH3:1][C:2]1[CH:7]=[C:6]([CH2:8][NH:9][C:10]([C:12]2[C:13]([C:26]([F:29])([F:28])[F:27])=[N:14][C:15]([NH:18][C:19]3[CH:24]=[CH:23][CH:22]=[C:21]([Cl:25])[CH:20]=3)=[N:16][CH:17]=2)=[O:11])[CH:5]=[CH:4][N:3]=1. Given the product [ClH:25].[CH3:1][C:2]1[CH:7]=[C:6]([CH2:8][NH:9][C:10]([C:12]2[C:13]([C:26]([F:28])([F:27])[F:29])=[N:14][C:15]([NH:18][C:19]3[CH:24]=[CH:23][CH:22]=[C:21]([Cl:25])[CH:20]=3)=[N:16][CH:17]=2)=[O:11])[CH:5]=[CH:4][N:3]=1, predict the reactants needed to synthesize it. (7) The reactants are: [CH3:1][C:2]1[C:3]([NH:8][C:9]([CH:11]2[CH2:16][CH2:15][N:14](C(OCC3C=CC=CC=3)=O)[CH2:13][CH2:12]2)=[O:10])=[N:4][CH:5]=[CH:6][CH:7]=1.[H][H]. Given the product [CH3:1][C:2]1[C:3]([NH:8][C:9]([CH:11]2[CH2:16][CH2:15][NH:14][CH2:13][CH2:12]2)=[O:10])=[N:4][CH:5]=[CH:6][CH:7]=1, predict the reactants needed to synthesize it. (8) Given the product [NH2:1][N+:19]1[CH:20]=[C:21]([F:22])[C:16]([F:15])=[CH:17][C:18]=1[NH2:23].[CH3:12][C:11]1[CH:10]=[C:9]([CH3:13])[CH:8]=[C:7]([CH3:14])[C:6]=1[S:3]([O-:5])(=[O:4])=[O:2], predict the reactants needed to synthesize it. The reactants are: [NH2:1][O:2][S:3]([C:6]1[C:11]([CH3:12])=[CH:10][C:9]([CH3:13])=[CH:8][C:7]=1[CH3:14])(=[O:5])=[O:4].[F:15][C:16]1[C:21]([F:22])=[CH:20][N:19]=[C:18]([NH2:23])[CH:17]=1. (9) Given the product [Cl:19][C:11]1[CH:12]=[C:13]([C:14]2[CH:18]=[CH:17][S:16][CH:15]=2)[C:7]2[O:6][CH:5]([CH2:4][NH2:1])[CH2:9][C:8]=2[CH:10]=1, predict the reactants needed to synthesize it. The reactants are: [N:1]([CH2:4][CH:5]1[CH2:9][C:8]2[CH:10]=[C:11]([Cl:19])[CH:12]=[C:13]([C:14]3[CH:18]=[CH:17][S:16][CH:15]=3)[C:7]=2[O:6]1)=[N+]=[N-]. (10) Given the product [Br:1][C:2]1[C:10]([Cl:11])=[CH:9][C:8]2[N:7]([C:16]([C:17]3[CH:22]=[CH:21][CH:20]=[CH:19][CH:18]=3)([C:29]3[CH:30]=[CH:31][CH:32]=[CH:33][CH:34]=3)[C:23]3[CH:24]=[CH:25][CH:26]=[CH:27][CH:28]=3)[N:6]=[CH:5][C:4]=2[C:3]=1[C:12]([O:14][CH3:15])=[O:13], predict the reactants needed to synthesize it. The reactants are: [Br:1][C:2]1[C:10]([Cl:11])=[CH:9][C:8]2[NH:7][N:6]=[CH:5][C:4]=2[C:3]=1[C:12]([O:14][CH3:15])=[O:13].[C:16](Cl)([C:29]1[CH:34]=[CH:33][CH:32]=[CH:31][CH:30]=1)([C:23]1[CH:28]=[CH:27][CH:26]=[CH:25][CH:24]=1)[C:17]1[CH:22]=[CH:21][CH:20]=[CH:19][CH:18]=1.CCN(C(C)C)C(C)C.